This data is from Reaction yield outcomes from USPTO patents with 853,638 reactions. The task is: Predict the reaction yield, written as a fraction of the theoretical maximum amount of product (1.0 means a 100% yield; for example, 0.34 means a 34% yield). (1) The reactants are [Cl:1][C:2]1[N:3]=[C:4]([N:9]2[CH2:14][CH2:13][O:12][CH2:11][CH2:10]2)[S:5][C:6]=1[CH:7]=O.[CH3:15][N:16]([CH3:36])[C:17]([C@@H:19]1[C@H:24]([NH:25][C:26]2[C:31]([Cl:32])=[CH:30][N:29]=[C:28]([NH2:33])[C:27]=2[NH2:34])[C@@H:23]2[CH2:35][C@H:20]1[CH:21]=[CH:22]2)=[O:18].C([O-])(=O)C.[NH4+]. No catalyst specified. The product is [CH3:15][N:16]([CH3:36])[C:17]([C@@H:19]1[C@H:24]([NH:25][C:26]2[C:31]([Cl:32])=[CH:30][N:29]=[C:28]3[NH:33][C:7]([C:6]4[S:5][C:4]([N:9]5[CH2:14][CH2:13][O:12][CH2:11][CH2:10]5)=[N:3][C:2]=4[Cl:1])=[N:34][C:27]=23)[C@@H:23]2[CH2:35][C@H:20]1[CH:21]=[CH:22]2)=[O:18]. The yield is 0.160. (2) The reactants are [CH3:1][C:2]1[CH:3]=[C:4]([CH:8]([C:10]2[CH:15]=[C:14]([CH3:16])[CH:13]=[CH:12][N:11]=2)[OH:9])[O:5][C:6]=1[CH3:7]. The catalyst is C(Cl)(Cl)Cl.[O-2].[O-2].[Mn+4]. The product is [CH3:1][C:2]1[CH:3]=[C:4]([C:8]([C:10]2[CH:15]=[C:14]([CH3:16])[CH:13]=[CH:12][N:11]=2)=[O:9])[O:5][C:6]=1[CH3:7]. The yield is 0.770. (3) The yield is 0.710. The catalyst is FC(F)(F)C(O)=O. The reactants are [C:1]([C:4]1[CH:5]=[C:6]2[C:10](=[CH:11][CH:12]=1)[NH:9][C:8](=[O:13])[CH2:7]2)(=O)[CH3:2].C([SiH](CC)CC)C. The product is [CH2:1]([C:4]1[CH:5]=[C:6]2[C:10](=[CH:11][CH:12]=1)[NH:9][C:8](=[O:13])[CH2:7]2)[CH3:2]. (4) The reactants are [CH3:1][O:2][C:3]1[CH:8]=[CH:7][C:6]([C:9](=[O:12])[CH2:10][CH3:11])=[CH:5][CH:4]=1.[Br-:13]. The catalyst is [Al+3].[Cl-].[Cl-].[Cl-]. The product is [Br:13][CH:10]([CH3:11])[C:9]([C:6]1[CH:7]=[CH:8][C:3]([O:2][CH3:1])=[CH:4][CH:5]=1)=[O:12]. The yield is 0.907. (5) The reactants are [CH3:1][Al](C)C.Cl[C:6]1[C:11]2[NH:12][C:13]3[C:18]([C:10]=2[C:9]([C:20]2[CH:25]=[CH:24][CH:23]=[C:22]([S:26]([CH2:29][CH3:30])(=[O:28])=[O:27])[CH:21]=2)=[CH:8][N:7]=1)=[CH:17][C:16]([CH3:19])=[CH:15][N:14]=3. The catalyst is O1CCOCC1.C1C=CC([P]([Pd]([P](C2C=CC=CC=2)(C2C=CC=CC=2)C2C=CC=CC=2)([P](C2C=CC=CC=2)(C2C=CC=CC=2)C2C=CC=CC=2)[P](C2C=CC=CC=2)(C2C=CC=CC=2)C2C=CC=CC=2)(C2C=CC=CC=2)C2C=CC=CC=2)=CC=1. The product is [CH2:29]([S:26]([C:22]1[CH:21]=[C:20]([C:9]2[C:10]3[C:18]4[CH:17]=[C:16]([CH3:19])[CH:15]=[N:14][C:13]=4[NH:12][C:11]=3[C:6]([CH3:1])=[N:7][CH:8]=2)[CH:25]=[CH:24][CH:23]=1)(=[O:28])=[O:27])[CH3:30]. The yield is 0.960.